From a dataset of Forward reaction prediction with 1.9M reactions from USPTO patents (1976-2016). Predict the product of the given reaction. (1) Given the reactants [Cl:1][C:2]1[CH:7]=[CH:6][C:5]([C:8]([F:11])([F:10])[CH3:9])=[CH:4][C:3]=1[F:12].[Li+].CC([N-]C(C)C)C.C(O[B:25]1[O:29][C:28]([CH3:31])([CH3:30])[C:27]([CH3:33])([CH3:32])[O:26]1)(C)C, predict the reaction product. The product is: [Cl:1][C:2]1[C:3]([F:12])=[C:4]([B:25]2[O:29][C:28]([CH3:31])([CH3:30])[C:27]([CH3:33])([CH3:32])[O:26]2)[C:5]([C:8]([F:10])([F:11])[CH3:9])=[CH:6][CH:7]=1. (2) The product is: [CH3:1][C:13]1([OH:30])[C:12]2[CH:11]=[C:10]([O:9][CH2:4][C:5]([CH3:8])([CH3:7])[CH3:6])[CH:23]=[CH:22][C:21]=2[O:20][C:19]2[C:14]1=[CH:15][C:16]([C:24]1[CH:25]=[N:26][CH:27]=[N:28][CH:29]=1)=[CH:17][CH:18]=2. Given the reactants [CH3:1][Mg]Cl.[CH2:4]([O:9][C:10]1[CH:23]=[CH:22][C:21]2[O:20][C:19]3[C:14](=[CH:15][C:16]([C:24]4[CH:25]=[N:26][CH:27]=[N:28][CH:29]=4)=[CH:17][CH:18]=3)[C:13](=[O:30])[C:12]=2[CH:11]=1)[C:5]([CH3:8])([CH3:7])[CH3:6], predict the reaction product. (3) Given the reactants I[C:2]1[N:11]=[C:10]2[N:4]([CH2:5][CH2:6][C:7]3[CH:23]=[CH:22][CH:21]=[CH:20][C:8]=3[CH:9]2[O:12][CH:13]2[CH2:18][CH2:17][N:16]([CH3:19])[CH2:15][CH2:14]2)[CH:3]=1.[CH2:24]([Sn](CCCC)(CCCC)CCCC)[C:25](=[CH2:27])[CH3:26].[Li+].[Cl-].[F-].[K+], predict the reaction product. The product is: [CH3:26][C:25](=[CH2:24])[CH2:27][C:2]1[N:11]=[C:10]2[N:4]([CH2:5][CH2:6][C:7]3[CH:23]=[CH:22][CH:21]=[CH:20][C:8]=3[CH:9]2[O:12][CH:13]2[CH2:18][CH2:17][N:16]([CH3:19])[CH2:15][CH2:14]2)[CH:3]=1. (4) The product is: [S:13]([C:7]1[CH:8]=[C:9]([N+:10]([O-:23])=[O:18])[C:4]([F:3])=[CH:5][C:6]=1[CH3:17])[S:13][C:7]1[CH:8]=[C:9]([N+:10]([O-:12])=[O:11])[C:4]([F:3])=[CH:5][C:6]=1[CH3:17]. Given the reactants [I-].[K+].[F:3][C:4]1[C:9]([N+:10]([O-:12])=[O:11])=[CH:8][C:7]([S:13](Cl)(=O)=O)=[C:6]([CH3:17])[CH:5]=1.[OH2:18].[PH2]([O-])=O.[Na+].[OH2:23], predict the reaction product. (5) The product is: [CH3:1][O:2][C:3]([C@@H:5]1[CH2:9][C@@H:8]([S:10]([C:13]2[CH:18]=[CH:17][CH:16]=[CH:15][C:14]=2[C:19]([F:22])([F:21])[F:20])(=[O:12])=[O:11])[CH2:7][N:6]1[C:23]1[NH:32][N:33]=[C:25]([CH:27]2[CH2:29][CH2:28]2)[CH:24]=1)=[O:4]. Given the reactants [CH3:1][O:2][C:3]([C@@H:5]1[CH2:9][C@@H:8]([S:10]([C:13]2[CH:18]=[CH:17][CH:16]=[CH:15][C:14]=2[C:19]([F:22])([F:21])[F:20])(=[O:12])=[O:11])[CH2:7][N:6]1[C:23](=S)[CH2:24][C:25]([CH:27]1[CH2:29][CH2:28]1)=O)=[O:4].Cl.[NH2:32][NH2:33], predict the reaction product. (6) Given the reactants Br[C:2]1[CH:7]=[CH:6][C:5]([C:8]2[N:13]=[C:12]3[N:14]([CH2:27][O:28][CH2:29][CH2:30][Si:31]([CH3:34])([CH3:33])[CH3:32])[C:15]([O:17][C@H:18]4[C@H:22]5[O:23][CH2:24][C@@H:25]([OH:26])[C@H:21]5[O:20][CH2:19]4)=[N:16][C:11]3=[CH:10][C:9]=2[Cl:35])=[CH:4][CH:3]=1.[C:36]([C:39]1[CH:44]=[CH:43][C:42](B(O)O)=[CH:41][CH:40]=1)([OH:38])=[O:37], predict the reaction product. The product is: [Cl:35][C:9]1[CH:10]=[C:11]2[N:16]=[C:15]([O:17][C@@H:18]3[CH2:19][O:20][C@@H:21]4[C@H:25]([OH:26])[CH2:24][O:23][C@H:22]34)[N:14]([CH2:27][O:28][CH2:29][CH2:30][Si:31]([CH3:34])([CH3:33])[CH3:32])[C:12]2=[N:13][C:8]=1[C:5]1[CH:6]=[CH:7][C:2]([C:42]2[CH:43]=[CH:44][C:39]([C:36]([OH:38])=[O:37])=[CH:40][CH:41]=2)=[CH:3][CH:4]=1.